Dataset: Full USPTO retrosynthesis dataset with 1.9M reactions from patents (1976-2016). Task: Predict the reactants needed to synthesize the given product. (1) Given the product [Br:21][CH2:2][C:3]1[CH:4]=[C:5]([N:9]([CH2:17][CH2:18][CH3:19])[C:10](=[O:16])[O:11][C:12]([CH3:15])([CH3:14])[CH3:13])[CH:6]=[CH:7][CH:8]=1, predict the reactants needed to synthesize it. The reactants are: O[CH2:2][C:3]1[CH:4]=[C:5]([N:9]([CH2:17][CH2:18][CH3:19])[C:10](=[O:16])[O:11][C:12]([CH3:15])([CH3:14])[CH3:13])[CH:6]=[CH:7][CH:8]=1.C(Br)(Br)(Br)[Br:21].C1(P(C2C=CC=CC=2)C2C=CC=CC=2)C=CC=CC=1. (2) The reactants are: Br[C:2]1[CH:12]=[CH:11][C:5]2[O:6][C:7]([F:10])([F:9])[O:8][C:4]=2[CH:3]=1.CC1(C)C(C)(C)OB([C:21]2[CH:27]=[CH:26][C:24]([NH2:25])=[CH:23][CH:22]=2)O1.C(=O)([O-])[O-].[Cs+].[Cs+]. Given the product [F:9][C:7]1([F:10])[O:6][C:5]2[CH:11]=[CH:12][C:2]([C:21]3[CH:27]=[CH:26][C:24]([NH2:25])=[CH:23][CH:22]=3)=[CH:3][C:4]=2[O:8]1, predict the reactants needed to synthesize it. (3) Given the product [O:1]1[CH2:6][CH2:5][CH:4]([C:7]([N:9]2[CH2:10][CH2:11][CH:12]([C:15]3[CH:20]=[CH:19][C:18]([O:21][CH2:23][CH2:24][CH2:25][OH:26])=[CH:17][CH:16]=3)[CH2:13][CH2:14]2)=[O:8])[CH2:3][CH2:2]1, predict the reactants needed to synthesize it. The reactants are: [O:1]1[CH2:6][CH2:5][CH:4]([C:7]([N:9]2[CH2:14][CH2:13][CH:12]([C:15]3[CH:20]=[CH:19][C:18]([OH:21])=[CH:17][CH:16]=3)[CH2:11][CH2:10]2)=[O:8])[CH2:3][CH2:2]1.Cl[CH2:23][CH2:24][CH2:25][OH:26].C(=O)([O-])[O-].[K+].[K+]. (4) Given the product [NH2:18][C:14]1[C:13]2[N:19]=[C:20]([CH2:22][CH2:23][CH3:24])[S:21][C:12]=2[C:11]2[CH:10]=[CH:9][C:8]([O:7][CH2:6][CH2:5][O:4][CH2:3][CH2:2][NH:1][S:33]([CH3:32])(=[O:35])=[O:34])=[CH:17][C:16]=2[N:15]=1, predict the reactants needed to synthesize it. The reactants are: [NH2:1][CH2:2][CH2:3][O:4][CH2:5][CH2:6][O:7][C:8]1[CH:9]=[CH:10][C:11]2[C:12]3[S:21][C:20]([CH2:22][CH2:23][CH3:24])=[N:19][C:13]=3[C:14]([NH2:18])=[N:15][C:16]=2[CH:17]=1.C(N(CC)CC)C.[CH3:32][S:33](Cl)(=[O:35])=[O:34]. (5) The reactants are: [CH3:1][C:2]([S:5](/[N:7]=[CH:8]/[C:9]1[N:10]=[N:11][N:12]([CH2:14][Si:15]([CH3:18])([CH3:17])[CH3:16])[CH:13]=1)=[O:6])([CH3:4])[CH3:3].[F:19][C:20]1[CH:21]=[C:22]([Mg]Br)[CH:23]=[CH:24][C:25]=1[F:26].C1COCC1. Given the product [F:19][C:20]1[CH:21]=[C:22]([CH:8]([C:9]2[N:10]=[N:11][N:12]([CH2:14][Si:15]([CH3:18])([CH3:17])[CH3:16])[CH:13]=2)[NH:7][S:5]([C:2]([CH3:1])([CH3:3])[CH3:4])=[O:6])[CH:23]=[CH:24][C:25]=1[F:26], predict the reactants needed to synthesize it. (6) Given the product [I:13][C:2]1[CH:3]=[C:4]([C:9]([F:12])([F:11])[F:10])[C:5]([NH2:8])=[N:6][CH:7]=1, predict the reactants needed to synthesize it. The reactants are: Br[C:2]1[CH:3]=[C:4]([C:9]([F:12])([F:11])[F:10])[C:5]([NH2:8])=[N:6][CH:7]=1.[I-:13].[Na+].